This data is from NCI-60 drug combinations with 297,098 pairs across 59 cell lines. The task is: Regression. Given two drug SMILES strings and cell line genomic features, predict the synergy score measuring deviation from expected non-interaction effect. (1) Drug 1: CS(=O)(=O)CCNCC1=CC=C(O1)C2=CC3=C(C=C2)N=CN=C3NC4=CC(=C(C=C4)OCC5=CC(=CC=C5)F)Cl. Drug 2: CC(C)(C#N)C1=CC(=CC(=C1)CN2C=NC=N2)C(C)(C)C#N. Cell line: NCI-H522. Synergy scores: CSS=12.9, Synergy_ZIP=-3.10, Synergy_Bliss=2.61, Synergy_Loewe=1.11, Synergy_HSA=1.20. (2) Drug 1: C1CCN(CC1)CCOC2=CC=C(C=C2)C(=O)C3=C(SC4=C3C=CC(=C4)O)C5=CC=C(C=C5)O. Drug 2: CC1=C2C(C(=O)C3(C(CC4C(C3C(C(C2(C)C)(CC1OC(=O)C(C(C5=CC=CC=C5)NC(=O)C6=CC=CC=C6)O)O)OC(=O)C7=CC=CC=C7)(CO4)OC(=O)C)O)C)OC(=O)C. Cell line: SW-620. Synergy scores: CSS=48.1, Synergy_ZIP=11.1, Synergy_Bliss=11.2, Synergy_Loewe=-7.94, Synergy_HSA=7.16. (3) Drug 1: CN1C2=C(C=C(C=C2)N(CCCl)CCCl)N=C1CCCC(=O)O.Cl. Drug 2: COC1=C2C(=CC3=C1OC=C3)C=CC(=O)O2. Cell line: A498. Synergy scores: CSS=7.01, Synergy_ZIP=-3.27, Synergy_Bliss=-1.73, Synergy_Loewe=-1.05, Synergy_HSA=-0.868. (4) Drug 1: C1=C(C(=O)NC(=O)N1)F. Drug 2: CC1=C(C(=O)C2=C(C1=O)N3CC4C(C3(C2COC(=O)N)OC)N4)N. Cell line: SF-295. Synergy scores: CSS=57.0, Synergy_ZIP=-8.83, Synergy_Bliss=-7.82, Synergy_Loewe=-11.6, Synergy_HSA=-2.38. (5) Drug 1: C1=NC2=C(N1)C(=S)N=C(N2)N. Drug 2: CCN(CC)CCCC(C)NC1=C2C=C(C=CC2=NC3=C1C=CC(=C3)Cl)OC. Cell line: EKVX. Synergy scores: CSS=38.9, Synergy_ZIP=0.734, Synergy_Bliss=1.67, Synergy_Loewe=5.49, Synergy_HSA=7.13. (6) Drug 1: C1CCN(CC1)CCOC2=CC=C(C=C2)C(=O)C3=C(SC4=C3C=CC(=C4)O)C5=CC=C(C=C5)O. Drug 2: C1CN(P(=O)(OC1)NCCCl)CCCl. Cell line: OVCAR-4. Synergy scores: CSS=-2.52, Synergy_ZIP=0.362, Synergy_Bliss=-4.87, Synergy_Loewe=-7.78, Synergy_HSA=-6.31. (7) Drug 1: CC1OCC2C(O1)C(C(C(O2)OC3C4COC(=O)C4C(C5=CC6=C(C=C35)OCO6)C7=CC(=C(C(=C7)OC)O)OC)O)O. Drug 2: N.N.Cl[Pt+2]Cl. Cell line: HT29. Synergy scores: CSS=17.6, Synergy_ZIP=-1.33, Synergy_Bliss=3.90, Synergy_Loewe=-7.28, Synergy_HSA=2.90. (8) Drug 1: C(=O)(N)NO. Drug 2: C1=NC2=C(N1)C(=S)N=CN2. Cell line: MDA-MB-435. Synergy scores: CSS=15.1, Synergy_ZIP=2.11, Synergy_Bliss=4.41, Synergy_Loewe=-42.5, Synergy_HSA=1.12.